Dataset: Peptide-MHC class I binding affinity with 185,985 pairs from IEDB/IMGT. Task: Regression. Given a peptide amino acid sequence and an MHC pseudo amino acid sequence, predict their binding affinity value. This is MHC class I binding data. (1) The peptide sequence is PIQKETWETW. The MHC is HLA-A29:02 with pseudo-sequence HLA-A29:02. The binding affinity (normalized) is 0. (2) The peptide sequence is SAPQQLCTM. The MHC is HLA-A02:03 with pseudo-sequence HLA-A02:03. The binding affinity (normalized) is 0. (3) The peptide sequence is VVPGFQALS. The MHC is Mamu-A01 with pseudo-sequence Mamu-A01. The binding affinity (normalized) is 0.699. (4) The peptide sequence is HSNASTLLY. The MHC is HLA-A01:01 with pseudo-sequence HLA-A01:01. The binding affinity (normalized) is 0.898. (5) The peptide sequence is LPYPQPQPF. The MHC is HLA-B51:01 with pseudo-sequence HLA-B51:01. The binding affinity (normalized) is 0.903. (6) The peptide sequence is PMSRLFMDEI. The MHC is HLA-A02:06 with pseudo-sequence HLA-A02:06. The binding affinity (normalized) is 0.225. (7) The peptide sequence is VLVGGVLAAL. The MHC is HLA-A02:06 with pseudo-sequence HLA-A02:06. The binding affinity (normalized) is 0.543. (8) The peptide sequence is YIDWMVSVP. The MHC is HLA-B39:01 with pseudo-sequence HLA-B39:01. The binding affinity (normalized) is 0.0847.